This data is from Buchwald-Hartwig C-N cross coupling reaction yields with 55,370 reactions. The task is: Predict the reaction yield, written as a fraction of the theoretical maximum amount of product (1.0 means a 100% yield; for example, 0.34 means a 34% yield). (1) The product is Cc1ccc(Nc2cccnc2)cc1. The reactants are Brc1cccnc1.Cc1ccc(N)cc1.O=S(=O)(O[Pd]1c2ccccc2-c2ccccc2N~1)C(F)(F)F.COc1ccc(OC)c(P(C(C)(C)C)C(C)(C)C)c1-c1c(C(C)C)cc(C(C)C)cc1C(C)C.CCN=P(N=P(N(C)C)(N(C)C)N(C)C)(N(C)C)N(C)C.CCOC(=O)c1cc(C)no1. No catalyst specified. The yield is 0.472. (2) The reactants are FC(F)(F)c1ccc(I)cc1.Cc1ccc(N)cc1.O=S(=O)(O[Pd]1c2ccccc2-c2ccccc2N~1)C(F)(F)F.CC(C)c1cc(C(C)C)c(-c2ccccc2P(C2CCCCC2)C2CCCCC2)c(C(C)C)c1.CN1CCCN2CCCN=C12.Cc1cc(C)on1. No catalyst specified. The product is Cc1ccc(Nc2ccc(C(F)(F)F)cc2)cc1. The yield is 0.425. (3) The reactants are CCc1ccc(I)cc1.Cc1ccc(N)cc1.O=S(=O)(O[Pd]1c2ccccc2-c2ccccc2N~1)C(F)(F)F.COc1ccc(OC)c(P([C@]23C[C@H]4C[C@H](C[C@H](C4)C2)C3)[C@]23C[C@H]4C[C@H](C[C@H](C4)C2)C3)c1-c1c(C(C)C)cc(C(C)C)cc1C(C)C.CCN=P(N=P(N(C)C)(N(C)C)N(C)C)(N(C)C)N(C)C.Fc1cccc(F)c1-c1ccno1. No catalyst specified. The product is CCc1ccc(Nc2ccc(C)cc2)cc1. The yield is 0.277. (4) The reactants are COc1ccc(Cl)cc1.Cc1ccc(N)cc1.O=S(=O)(O[Pd]1c2ccccc2-c2ccccc2N~1)C(F)(F)F.COc1ccc(OC)c(P(C(C)(C)C)C(C)(C)C)c1-c1c(C(C)C)cc(C(C)C)cc1C(C)C.CCN=P(N=P(N(C)C)(N(C)C)N(C)C)(N(C)C)N(C)C.Fc1cccc(F)c1-c1ccno1. No catalyst specified. The product is COc1ccc(Nc2ccc(C)cc2)cc1. The yield is 0.00746. (5) The reactants are Brc1cccnc1.Cc1ccc(N)cc1.O=S(=O)(O[Pd]1c2ccccc2-c2ccccc2N~1)C(F)(F)F.CC(C)c1cc(C(C)C)c(-c2ccccc2P(C2CCCCC2)C2CCCCC2)c(C(C)C)c1.CN1CCCN2CCCN=C12.CCOC(=O)c1ccon1. No catalyst specified. The product is Cc1ccc(Nc2cccnc2)cc1. The yield is 0.221. (6) The reactants are Ic1cccnc1.Cc1ccc(N)cc1.O=S(=O)(O[Pd]1c2ccccc2-c2ccccc2N~1)C(F)(F)F.COc1ccc(OC)c(P(C(C)(C)C)C(C)(C)C)c1-c1c(C(C)C)cc(C(C)C)cc1C(C)C.CN1CCCN2CCCN=C12.c1ccc(-c2ccno2)cc1. No catalyst specified. The product is Cc1ccc(Nc2cccnc2)cc1. The yield is 0.930.